This data is from Forward reaction prediction with 1.9M reactions from USPTO patents (1976-2016). The task is: Predict the product of the given reaction. (1) Given the reactants Br[C:2]1[C:10]2[N:9]3[CH2:11][CH2:12][NH:13][C:14](=[O:15])[C:8]3=[CH:7][C:6]=2[CH:5]=[C:4]([C:16]#[N:17])[CH:3]=1.B(O)(O)[C:19]1[CH:20]=[CH:21][C:22]([CH3:25])=[CH:23][CH:24]=1, predict the reaction product. The product is: [O:15]=[C:14]1[C:8]2=[CH:7][C:6]3[CH:5]=[C:4]([C:16]#[N:17])[CH:3]=[C:2]([C:19]4[CH:24]=[CH:23][C:22]([CH3:25])=[CH:21][CH:20]=4)[C:10]=3[N:9]2[CH2:11][CH2:12][NH:13]1. (2) Given the reactants [C:1]([CH2:4][N:5]([S:26]([CH2:29][CH2:30][CH3:31])(=[O:28])=[O:27])[C:6]1[CH:7]=[C:8]([CH:22]=[C:23]([Cl:25])[CH:24]=1)[C:9]([NH:11][CH2:12][C:13]1[CH:18]=[CH:17][C:16]([C:19]#[N:20])=[CH:15][C:14]=1[OH:21])=[O:10])(=[O:3])[NH2:2].C(=O)([O-])[O-].[Cs+].[Cs+].Cl[CH2:39][C:40]([NH:42][CH3:43])=[O:41].[I-].[K+], predict the reaction product. The product is: [C:1]([CH2:4][N:5]([S:26]([CH2:29][CH2:30][CH3:31])(=[O:28])=[O:27])[C:6]1[CH:7]=[C:8]([CH:22]=[C:23]([Cl:25])[CH:24]=1)[C:9]([NH:11][CH2:12][C:13]1[CH:18]=[CH:17][C:16]([C:19]#[N:20])=[CH:15][C:14]=1[O:21][CH2:39][C:40](=[O:41])[NH:42][CH3:43])=[O:10])(=[O:3])[NH2:2]. (3) Given the reactants Br[C:2]1[CH:3]=[CH:4][C:5]([N+:8]([O-:10])=[O:9])=[N:6][CH:7]=1.[C:11]([O:19][CH2:20][CH3:21])(=[O:18])[CH2:12][C:13]([O:15][CH2:16][CH3:17])=[O:14].[H-].[Na+].N1CCC[C@H]1C(O)=O, predict the reaction product. The product is: [N+:8]([C:5]1[N:6]=[CH:7][C:2]([CH:12]([C:13]([O:15][CH2:16][CH3:17])=[O:14])[C:11]([O:19][CH2:20][CH3:21])=[O:18])=[CH:3][CH:4]=1)([O-:10])=[O:9]. (4) Given the reactants [CH2:1]([CH:4]([C:8]1[CH:13]=[CH:12][C:11]([OH:14])=[CH:10][CH:9]=1)[CH2:5][CH2:6][CH3:7])[CH2:2][CH3:3].Cl[CH2:16][C:17]1[CH:22]=[CH:21][C:20]([C:23]2[S:27][C:26]([CH:28]=[O:29])=[CH:25][CH:24]=2)=[CH:19][CH:18]=1.C(=O)([O-])[O-].[K+].[K+].[I-].[K+], predict the reaction product. The product is: [CH2:1]([CH:4]([C:8]1[CH:9]=[CH:10][C:11]([O:14][CH2:16][C:17]2[CH:22]=[CH:21][C:20]([C:23]3[S:27][C:26]([CH:28]=[O:29])=[CH:25][CH:24]=3)=[CH:19][CH:18]=2)=[CH:12][CH:13]=1)[CH2:5][CH2:6][CH3:7])[CH2:2][CH3:3]. (5) Given the reactants [CH2:1]([N:3]([CH2:11][CH3:12])[C:4]1[CH:9]=[CH:8][C:7]([NH2:10])=[CH:6][CH:5]=1)[CH3:2].[ClH:13], predict the reaction product. The product is: [ClH:13].[ClH:13].[CH2:11]([N:3]([CH2:1][CH3:2])[C:4]1[CH:9]=[CH:8][C:7]([NH2:10])=[CH:6][CH:5]=1)[CH3:12]. (6) Given the reactants FC(F)(F)S(O[C:7]1[CH:20]=[C:19]2[C:10]([O:11][C:12]3[CH:13]=[CH:14][C:15]([C:27]4[C:28]([F:33])=[N:29][CH:30]=[CH:31][CH:32]=4)=[CH:16][C:17]=3[C:18]32[N:25]=[C:24]([NH2:26])[CH2:23][O:22][CH2:21]3)=[C:9]([F:34])[CH:8]=1)(=O)=O.[F:37][C:38]1[CH:43]=[C:42](B(O)O)[CH:41]=[CH:40][N:39]=1.C(=O)([O-])[O-].[K+].[K+], predict the reaction product. The product is: [F:34][C:9]1[C:10]2[O:11][C:12]3[C:17](=[CH:16][C:15]([C:27]4[C:28]([F:33])=[N:29][CH:30]=[CH:31][CH:32]=4)=[CH:14][CH:13]=3)[C:18]3([N:25]=[C:24]([NH2:26])[CH2:23][O:22][CH2:21]3)[C:19]=2[CH:20]=[C:7]([C:42]2[CH:41]=[CH:40][N:39]=[C:38]([F:37])[CH:43]=2)[CH:8]=1. (7) Given the reactants [F:1][C:2]1[CH:7]=[CH:6][C:5]([C:8]2[C:13]([C:14]3[CH:19]=[CH:18][N:17]=[CH:16][CH:15]=3)=[C:12]([C:20]3[CH:25]=[CH:24][C:23]([F:26])=[CH:22][CH:21]=3)[N:11]=[C:10]3[NH:27][N:28]=[CH:29][C:9]=23)=[CH:4][CH:3]=1.[OH-].[K+].Br[CH2:33][CH2:34][CH2:35][O:36][CH:37]1[CH2:42][CH2:41][CH2:40][CH2:39][O:38]1.O, predict the reaction product. The product is: [F:1][C:2]1[CH:7]=[CH:6][C:5]([C:8]2[C:9]3[C:10](=[N:27][N:28]([CH2:33][CH2:34][CH2:35][O:36][CH:37]4[CH2:42][CH2:41][CH2:40][CH2:39][O:38]4)[CH:29]=3)[N:11]=[C:12]([C:20]3[CH:25]=[CH:24][C:23]([F:26])=[CH:22][CH:21]=3)[C:13]=2[C:14]2[CH:15]=[CH:16][N:17]=[CH:18][CH:19]=2)=[CH:4][CH:3]=1. (8) Given the reactants Cl[C:2]1[CH:7]=[C:6]([Cl:8])[N:5]=[C:4]([S:9][CH2:10][C:11]2[CH:16]=[CH:15][CH:14]=[C:13]([F:17])[C:12]=2[F:18])[N:3]=1.[Si:19]([O:26][CH2:27][C@H:28]([OH:34])[CH2:29][O:30][CH:31]([CH3:33])[CH3:32])([C:22]([CH3:25])([CH3:24])[CH3:23])([CH3:21])[CH3:20].[H-].[Na+], predict the reaction product. The product is: [Si:19]([O:26][CH2:27][C@@H:28]([CH2:29][O:30][CH:31]([CH3:33])[CH3:32])[O:34][C:2]1[CH:7]=[C:6]([Cl:8])[N:5]=[C:4]([S:9][CH2:10][C:11]2[CH:16]=[CH:15][CH:14]=[C:13]([F:17])[C:12]=2[F:18])[N:3]=1)([C:22]([CH3:25])([CH3:24])[CH3:23])([CH3:21])[CH3:20]. (9) Given the reactants [CH3:1][C:2]([NH:14]C(=O)C)([C:4]1[CH:9]=[CH:8][CH:7]=[C:6]([C:10]([F:13])([F:12])[F:11])[N:5]=1)[CH3:3].Cl.[OH-].[Na+], predict the reaction product. The product is: [CH3:3][C:2]([NH2:14])([C:4]1[CH:9]=[CH:8][CH:7]=[C:6]([C:10]([F:12])([F:13])[F:11])[N:5]=1)[CH3:1]. (10) Given the reactants [N+:1](/[CH:4]=[CH:5]/[C:6]1[CH:11]=[CH:10][CH:9]=[CH:8][CH:7]=1)([O-:3])=[O:2].[C:12]([O:20][CH2:21][CH3:22])(=[O:19])[CH2:13][C:14]([O:16][CH2:17][CH3:18])=[O:15], predict the reaction product. The product is: [CH2:21]([O:20][C:12]([CH:13]([C@H:5]([C:6]1[CH:11]=[CH:10][CH:9]=[CH:8][CH:7]=1)[CH2:4][N+:1]([O-:3])=[O:2])[C:14]([O:16][CH2:17][CH3:18])=[O:15])=[O:19])[CH3:22].